This data is from Reaction yield outcomes from USPTO patents with 853,638 reactions. The task is: Predict the reaction yield, written as a fraction of the theoretical maximum amount of product (1.0 means a 100% yield; for example, 0.34 means a 34% yield). (1) The reactants are [C:1]([O:5][C:6]([N:8]1[CH2:13][CH2:12][CH:11]([O:14][C:15]2[C:20]([CH3:21])=[CH:19][C:18]([N+:22]([O-:24])=[O:23])=[CH:17][C:16]=2[C:25]([O:27]C)=[O:26])[CH2:10][CH2:9]1)=[O:7])([CH3:4])([CH3:3])[CH3:2].CCCCCC. The catalyst is Cl. The product is [C:1]([O:5][C:6]([N:8]1[CH2:9][CH2:10][CH:11]([O:14][C:15]2[C:20]([CH3:21])=[CH:19][C:18]([N+:22]([O-:24])=[O:23])=[CH:17][C:16]=2[C:25]([OH:27])=[O:26])[CH2:12][CH2:13]1)=[O:7])([CH3:4])([CH3:2])[CH3:3]. The yield is 0.790. (2) The reactants are [BH4-].[Na+].[Cl-].[Ca+2].[Cl-].[CH2:6]([C:10]1[N:11]=[C:12]([CH3:47])[N:13]([C:32]2[CH:46]=[CH:45][C:35]([O:36][C:37]([CH3:44])([CH3:43])[C:38](OCC)=[O:39])=[CH:34][CH:33]=2)[C:14](=[O:31])[C:15]=1[CH2:16][C:17]1[CH:22]=[CH:21][C:20]([C:23]2[CH:28]=[CH:27][CH:26]=[CH:25][C:24]=2[C:29]#[N:30])=[CH:19][CH:18]=1)[CH2:7][CH2:8][CH3:9]. The catalyst is O1CCCC1.C(O)C.C(OCC)(=O)C. The product is [CH2:6]([C:10]1[N:11]=[C:12]([CH3:47])[N:13]([C:32]2[CH:33]=[CH:34][C:35]([O:36][C:37]([CH3:44])([CH3:43])[CH2:38][OH:39])=[CH:45][CH:46]=2)[C:14](=[O:31])[C:15]=1[CH2:16][C:17]1[CH:18]=[CH:19][C:20]([C:23]2[C:24]([C:29]#[N:30])=[CH:25][CH:26]=[CH:27][CH:28]=2)=[CH:21][CH:22]=1)[CH2:7][CH2:8][CH3:9]. The yield is 0.600. (3) The reactants are C([O:3][C:4]([C:6]1([NH:9][C:10](=[O:36])[C:11]2[CH:16]=[CH:15][C:14]([CH2:17][N:18]([S:26]([C:29]3[CH:34]=[CH:33][C:32]([Cl:35])=[CH:31][CH:30]=3)(=[O:28])=[O:27])[CH2:19][C:20]3[CH:25]=[CH:24][CH:23]=[CH:22][N:21]=3)=[CH:13][CH:12]=2)[CH2:8][CH2:7]1)=[O:5])C.[OH-].[Na+].C(O)(=O)CC(CC(O)=O)(C(O)=O)O. The catalyst is C(O)C. The product is [Cl:35][C:32]1[CH:33]=[CH:34][C:29]([S:26]([N:18]([CH2:17][C:14]2[CH:13]=[CH:12][C:11]([C:10]([NH:9][C:6]3([C:4]([OH:5])=[O:3])[CH2:7][CH2:8]3)=[O:36])=[CH:16][CH:15]=2)[CH2:19][C:20]2[CH:25]=[CH:24][CH:23]=[CH:22][N:21]=2)(=[O:27])=[O:28])=[CH:30][CH:31]=1. The yield is 0.650. (4) The reactants are [NH:1]([C:3]1[CH:8]=[C:7]([C:9]#[N:10])[CH:6]=[CH:5][N:4]=1)[NH2:2].[Cl:11][C:12]1[CH:17]=[CH:16][CH:15]=[CH:14][C:13]=1[C:18](=O)[CH2:19][C:20](OCC)=[O:21]. No catalyst specified. The product is [Cl:11][C:12]1[CH:17]=[CH:16][CH:15]=[CH:14][C:13]=1[C:18]1[CH:19]=[C:20]([OH:21])[N:1]([C:3]2[CH:8]=[C:7]([C:9]#[N:10])[CH:6]=[CH:5][N:4]=2)[N:2]=1. The yield is 0.750. (5) The reactants are [ClH:1].Cl.[NH2:3][C:4]1[CH:17]=[CH:16][C:7]([O:8][C:9]2[CH:14]=[CH:13][N:12]=[C:11]([NH2:15])[CH:10]=2)=[C:6]([F:18])[CH:5]=1.[F:19][C:20]1[CH:33]=[CH:32][C:23]([CH2:24][S:25]([CH2:28][C:29](O)=[O:30])(=[O:27])=[O:26])=[CH:22][CH:21]=1. No catalyst specified. The product is [ClH:1].[F:19][C:20]1[CH:33]=[CH:32][C:23]([CH2:24][S:25]([CH2:28][C:29]([NH:3][C:4]2[CH:17]=[CH:16][C:7]([O:8][C:9]3[CH:14]=[CH:13][N:12]=[C:11]([NH2:15])[CH:10]=3)=[C:6]([F:18])[CH:5]=2)=[O:30])(=[O:26])=[O:27])=[CH:22][CH:21]=1. The yield is 0.450. (6) The reactants are [CH2:1]([O:8][C:9]1[CH:10]=[C:11]2[C:15](=[CH:16][CH:17]=1)[N:14]([CH3:18])[C:13]([CH2:19][NH:20][CH3:21])=[CH:12]2)[C:2]1[CH:7]=[CH:6][CH:5]=[CH:4][CH:3]=1.CN1C2C(=CC=CC=2)C=C1CNC.[OH:35][CH2:36][C@@H:37]1[C:43](=[O:44])[N:42]([CH3:45])[CH2:41][C:40]2[CH:46]=[C:47]([C:50](O)=[O:51])[CH:48]=[CH:49][C:39]=2[NH:38]1.C(C[C@@H]1C(=O)N(C)CC2C=C(C(O)=O)C=CC=2N1)(OC)=O. No catalyst specified. The product is [CH3:21][N:20]([CH2:19][C:13]1[N:14]([CH3:18])[C:15]2[C:11]([CH:12]=1)=[CH:10][C:9]([O:8][CH2:1][C:2]1[CH:3]=[CH:4][CH:5]=[CH:6][CH:7]=1)=[CH:17][CH:16]=2)[C:50]([C:47]1[CH:48]=[CH:49][C:39]2[NH:38][C@H:37]([CH2:36][OH:35])[C:43](=[O:44])[N:42]([CH3:45])[CH2:41][C:40]=2[CH:46]=1)=[O:51]. The yield is 0.940. (7) The reactants are C[O:2][C:3]([C:5]1[CH:13]=[C:12]2[C:8]([C:9]3[CH:17]=[C:16]([CH3:18])[CH:15]=[N:14][C:10]=3[NH:11]2)=[C:7]([C:19]2[CH:24]=[CH:23][CH:22]=[C:21]([S:25]([CH2:28][CH3:29])(=[O:27])=[O:26])[CH:20]=2)[CH:6]=1)=[O:4].[OH-].[Na+].Cl. The catalyst is CO. The product is [CH2:28]([S:25]([C:21]1[CH:20]=[C:19]([C:7]2[CH:6]=[C:5]([C:3]([OH:4])=[O:2])[CH:13]=[C:12]3[C:8]=2[C:9]2[CH:17]=[C:16]([CH3:18])[CH:15]=[N:14][C:10]=2[NH:11]3)[CH:24]=[CH:23][CH:22]=1)(=[O:27])=[O:26])[CH3:29]. The yield is 0.900.